Dataset: Forward reaction prediction with 1.9M reactions from USPTO patents (1976-2016). Task: Predict the product of the given reaction. (1) Given the reactants Cl[C:2]1[N:7]=[C:6]([NH:8][CH:9]2[CH2:26][CH2:25][C:12]3([CH2:17][CH2:16][N:15]([C:18]([O:20][C:21]([CH3:24])([CH3:23])[CH3:22])=[O:19])[CH2:14][CH2:13]3)[CH2:11][CH2:10]2)[C:5]([Cl:27])=[CH:4][N:3]=1.Cl.[CH3:29][N:30]1[CH:34]=[C:33]([NH2:35])[CH:32]=[N:31]1.CCN(C(C)C)C(C)C, predict the reaction product. The product is: [Cl:27][C:5]1[C:6]([NH:8][CH:9]2[CH2:26][CH2:25][C:12]3([CH2:17][CH2:16][N:15]([C:18]([O:20][C:21]([CH3:22])([CH3:23])[CH3:24])=[O:19])[CH2:14][CH2:13]3)[CH2:11][CH2:10]2)=[N:7][C:2]([NH:35][C:33]2[CH:32]=[N:31][N:30]([CH3:29])[CH:34]=2)=[N:3][CH:4]=1. (2) Given the reactants [N:1]1[CH:6]=[CH:5][CH:4]=[C:3]([CH2:7][OH:8])[CH:2]=1.[Cl:9][C:10]1[S:14][C:13]([S:15]([NH:18][C:19]2[C:24](Br)=[N:23][C:22]([CH3:26])=[CH:21][N:20]=2)(=[O:17])=[O:16])=[CH:12][CH:11]=1, predict the reaction product. The product is: [Cl:9][C:10]1[S:14][C:13]([S:15]([NH:18][C:19]2[C:24]([O:8][CH2:7][C:3]3[CH:2]=[N:1][CH:6]=[CH:5][CH:4]=3)=[N:23][C:22]([CH3:26])=[CH:21][N:20]=2)(=[O:16])=[O:17])=[CH:12][CH:11]=1.